Dataset: Peptide-MHC class I binding affinity with 185,985 pairs from IEDB/IMGT. Task: Regression. Given a peptide amino acid sequence and an MHC pseudo amino acid sequence, predict their binding affinity value. This is MHC class I binding data. (1) The peptide sequence is GTDSGFAAY. The MHC is HLA-B40:01 with pseudo-sequence HLA-B40:01. The binding affinity (normalized) is 0.0847. (2) The MHC is HLA-A02:06 with pseudo-sequence HLA-A02:06. The peptide sequence is GMDPRMCSL. The binding affinity (normalized) is 0.593.